From a dataset of Experimentally validated miRNA-target interactions with 360,000+ pairs, plus equal number of negative samples. Binary Classification. Given a miRNA mature sequence and a target amino acid sequence, predict their likelihood of interaction. (1) The miRNA is hsa-miR-6509-3p with sequence UUCCACUGCCACUACCUAAUUU. The protein sequence of the target gene is MAPSTPLLTVRGSEGLYMVNGPPHFTESTVFPRESGKNCKVCIFSKDGTLFAWGNGEKVNIISVTNKGLLHSFDLLKAVCLEFSPKNTVLATWQPYTTSKDGTAGIPNLQLYDVKTGTCLKSFIQKKMQNWCPSWSEDETLCARNVNNEVHFFENNNFNTIANKLHLQKINDFVLSPGPQPYKVAVYVPGSKGAPSFVRLYQYPNFAGPHAALANKSFFKADKVTMLWNKKATAVLVIASTDVDKTGASYYGEQTLHYIATNGESAVVQLPKNGPIYDVVWNSSSTEFCAVYGFMPAKAT.... Result: 0 (no interaction). (2) The miRNA is hsa-miR-3934-5p with sequence UCAGGUGUGGAAACUGAGGCAG. The protein sequence of the target gene is MEPEINCSELCDSFPGQELDRRPLHDLCKTTITSSHHSSKTISSLSPVLLGIVWTFLSCGLLLILFFLAFTIHCRKNRIVKMSSPNLNIVTLLGSCLTYSSAYLFGIQDVLVGSSMETLIQTRLSMLCIGTSLVFGPILGKSWRLYKVFTQRVPDKRVIIKDLQLLGLVAALLMADVILLMTWVLTDPIQCLQILSVSMTVTGKDVSCTSTSTHFCASRYSDVWIALIWGCKGLLLLYGAYLAGLTGHVSSPPVNQSLTIMVGVNLLVLAAGLLFVVTRYLHSWPNLVFGLTSGGIFVCT.... Result: 0 (no interaction). (3) The miRNA is hsa-miR-497-3p with sequence CAAACCACACUGUGGUGUUAGA. The protein sequence of the target gene is MDDWKSRLVIKSMLPHFAMVGNRQEPRKLQESGKKPSWMEEEDLSFLYKSSPGRKHQGTVKRRQEEDHFQFPDMADGGYPNKIKRPCLEDVTLAMGPGAHPSTACAELQVPPLTINPSPAAMGVAGQSLLLENNPMNGNIMGSPFVVPQTTEVGLKGPTVPYYEKINSVPAVDQELQELLEELTKIQDPSPNELDLEKILGTKPEEPLVLDHPQATLSTTPKPSVQMSHLESLASSKEFASSCSQVTGMSLQIPSSSTGISYSIPSTSKQIVSPSSSMAQSKSQVQAMLPVALPPLPVPQ.... Result: 1 (interaction). (4) The protein sequence of the target gene is MASALEQFVNSVRQLSAQGQMTQLCELINKSGELLAKNLSHLDTVLGALDVQEHSLGVLAVLFVKFSMPSVPDFETLFSQVQLFISTCNGEHIRYATDTFAGLCHQLTNALVERKQPLRGIGILKQAIDKMQMNTNQLTSIHADLCQLCLLAKCFKPALPYLDVDMMDICKENGAYDAKHFLCYYYYGGMIYTGLKNFERALYFYEQAITTPAMAVSHIMLESYKKYILVSLILLGKVQQLPKYTSQIVGRFIKPLSNAYHELAQVYSTNNPSELRNLVNKHSETFTRDNNMGLVKQCLS.... The miRNA is hsa-miR-523-5p with sequence CUCUAGAGGGAAGCGCUUUCUG. Result: 0 (no interaction).